From a dataset of Forward reaction prediction with 1.9M reactions from USPTO patents (1976-2016). Predict the product of the given reaction. (1) Given the reactants [F:1][C:2]1[C:3]([N+:9]([O-:11])=[O:10])=[C:4]([OH:8])[CH:5]=[CH:6][CH:7]=1.N1C=CC=CC=1.[S:18](O[S:18]([C:21]([F:24])([F:23])[F:22])(=[O:20])=[O:19])([C:21]([F:24])([F:23])[F:22])(=[O:20])=[O:19], predict the reaction product. The product is: [F:1][C:2]1[C:3]([N+:9]([O-:11])=[O:10])=[C:4]([O:8][S:18]([C:21]([F:24])([F:23])[F:22])(=[O:20])=[O:19])[CH:5]=[CH:6][CH:7]=1. (2) Given the reactants [CH:1]1([NH:4][C:5]([C:7]2[N:8]=[N:9][N:10]([C:21]3[CH:26]=[CH:25][C:24]([C:27]([NH:29][CH2:30][CH3:31])=[O:28])=[CH:23][CH:22]=3)[C:11]=2[CH2:12]P(OCC)(OCC)=O)=[O:6])[CH2:3][CH2:2]1.[H-].[Na+].[CH:34]([C:36]1[S:37][CH:38]=[CH:39][N:40]=1)=O, predict the reaction product. The product is: [CH:1]1([NH:4][C:5]([C:7]2[N:8]=[N:9][N:10]([C:21]3[CH:22]=[CH:23][C:24]([C:27]([NH:29][CH2:30][CH3:31])=[O:28])=[CH:25][CH:26]=3)[C:11]=2/[CH:12]=[CH:34]/[C:36]2[S:37][CH:38]=[CH:39][N:40]=2)=[O:6])[CH2:3][CH2:2]1. (3) Given the reactants [OH:1][C:2]1[CH:3]=[C:4]([CH:7]=[CH:8][C:9]=1[O:10][CH3:11])[CH:5]=[O:6].[CH3:12][O:13][CH2:14][CH2:15][CH2:16]Br.C(=O)([O-])[O-].[K+].[K+].O, predict the reaction product. The product is: [CH3:11][O:10][C:9]1[CH:8]=[CH:7][C:4]([CH:5]=[O:6])=[CH:3][C:2]=1[O:1][CH2:16][CH2:15][CH2:14][O:13][CH3:12]. (4) Given the reactants [Cl:1][C:2]1[CH:3]=[C:4]([N:10]2[C:14]([CH3:15])=[C:13]([CH2:16][C:17]3[CH:25]=[CH:24][C:20]([C:21](O)=[O:22])=[CH:19][CH:18]=3)[C:12]([CH3:26])=[N:11]2)[CH:5]=[CH:6][C:7]=1[C:8]#[N:9].Cl.[OH:28][CH:29]1[CH2:32][NH:31][CH2:30]1.C(N(CC)CC)C.[Cl-].COC1N=C(OC)N=C([N+]2(C)CCOCC2)N=1, predict the reaction product. The product is: [Cl:1][C:2]1[CH:3]=[C:4]([N:10]2[C:14]([CH3:15])=[C:13]([CH2:16][C:17]3[CH:25]=[CH:24][C:20]([C:21]([N:31]4[CH2:32][CH:29]([OH:28])[CH2:30]4)=[O:22])=[CH:19][CH:18]=3)[C:12]([CH3:26])=[N:11]2)[CH:5]=[CH:6][C:7]=1[C:8]#[N:9]. (5) Given the reactants C1(C(=[N:14][C:15]2[CH:24]=[CH:23][C:22]([O:25][CH3:26])=[C:21]3[C:16]=2[CH2:17][CH2:18][C@H:19]([NH:27][C:28](=[O:33])[C:29]([F:32])([F:31])[F:30])[CH2:20]3)C2C=CC=CC=2)C=CC=CC=1.Cl, predict the reaction product. The product is: [NH2:14][C:15]1[CH:24]=[CH:23][C:22]([O:25][CH3:26])=[C:21]2[C:16]=1[CH2:17][CH2:18][C@H:19]([NH:27][C:28](=[O:33])[C:29]([F:30])([F:31])[F:32])[CH2:20]2.